This data is from Reaction yield outcomes from USPTO patents with 853,638 reactions. The task is: Predict the reaction yield, written as a fraction of the theoretical maximum amount of product (1.0 means a 100% yield; for example, 0.34 means a 34% yield). (1) The reactants are [Cl:1][C:2]1[CH:7]=[CH:6][C:5]([S:8]([C:11]2[CH:16]=[CH:15][C:14]([NH:17][C:18]([NH:20][NH2:21])=[S:19])=[CH:13][CH:12]=2)(=[O:10])=[O:9])=[CH:4][C:3]=1[C:22]([F:25])([F:24])[F:23].[CH2:26](OC(OCC)OCC)C. The catalyst is O. The product is [Cl:1][C:2]1[CH:7]=[CH:6][C:5]([S:8]([C:11]2[CH:16]=[CH:15][C:14]([NH:17][C:18]3[S:19][CH:26]=[N:21][N:20]=3)=[CH:13][CH:12]=2)(=[O:10])=[O:9])=[CH:4][C:3]=1[C:22]([F:24])([F:25])[F:23]. The yield is 0.640. (2) The reactants are [OH:1][CH2:2][C@@H:3]1[CH:7]([CH:8]([CH3:11])[CH2:9][OH:10])[O:6][C:5](=[O:12])[NH:4]1.[C:13]1([CH3:23])[CH:18]=[CH:17][C:16]([S:19](Cl)(=[O:21])=[O:20])=[CH:15][CH:14]=1.CCO[C:27]([CH3:29])=O. The catalyst is N1C=CC=CC=1. The product is [CH3:23][C:13]1[CH:18]=[CH:17][C:16]([S:19]([O:10][CH2:9][CH:8]([CH:7]2[O:6][C:5](=[O:12])[NH:4][C@@H:3]2[CH2:2][O:1][S:19]([C:27]2[CH:29]=[CH:18][C:13]([CH3:23])=[CH:14][CH:15]=2)(=[O:21])=[O:20])[CH3:11])(=[O:21])=[O:20])=[CH:15][CH:14]=1. The yield is 0.680. (3) The reactants are [C:1]1([O:7][P:8]([CH2:17][C:18]([CH3:41])=[CH:19][CH2:20][C:21]2[C:22]([O:34][CH2:35][CH2:36][Si:37]([CH3:40])([CH3:39])[CH3:38])=[C:23]3[C:27](=[C:28]([CH3:32])[C:29]=2[O:30][CH3:31])[CH2:26][O:25][C:24]3=[O:33])(=[O:16])[O:9]C2C=CC=CC=2)[CH:6]=[CH:5][CH:4]=[CH:3][CH:2]=1.[OH-].[Na+].CCOC(C)=O. The catalyst is C1COCC1. The product is [C:1]1([O:7][P:8]([CH2:17][C:18]([CH3:41])=[CH:19][CH2:20][C:21]2[C:22]([O:34][CH2:35][CH2:36][Si:37]([CH3:40])([CH3:38])[CH3:39])=[C:23]3[C:27](=[C:28]([CH3:32])[C:29]=2[O:30][CH3:31])[CH2:26][O:25][C:24]3=[O:33])(=[O:9])[OH:16])[CH:2]=[CH:3][CH:4]=[CH:5][CH:6]=1. The yield is 0.380. (4) The reactants are [N:1]1[CH:6]=[CH:5][C:4]([CH2:7][C:8]([C:10]2[CH:15]=[CH:14][C:13]([O:16][CH2:17][C:18]3[CH:27]=[CH:26][C:25]4[C:20](=[CH:21][CH:22]=[CH:23][CH:24]=4)[N:19]=3)=[CH:12][CH:11]=2)=O)=[CH:3][CH:2]=1.Cl.[CH:29]([NH2:31])=[NH:30].[Na].[O-][CH2:34]C.[Na+]. The catalyst is COC(N(C)C)OC.C(O)C. The product is [N:1]1[CH:6]=[CH:5][C:4]([C:7]2[C:8]([C:10]3[CH:15]=[CH:14][C:13]([O:16][CH2:17][C:18]4[CH:27]=[CH:26][C:25]5[C:20](=[CH:21][CH:22]=[CH:23][CH:24]=5)[N:19]=4)=[CH:12][CH:11]=3)=[N:30][CH:29]=[N:31][CH:34]=2)=[CH:3][CH:2]=1. The yield is 0.380. (5) The reactants are [Cl:1][C:2]1[C:3]([O:19][CH3:20])=[C:4]([N:8]2[C:12]([C:13]#[N:14])=[CH:11][C:10]([C:15]([F:18])([F:17])[F:16])=[N:9]2)[CH:5]=[CH:6][CH:7]=1.CCOCC.Cl.C(Cl)(Cl)Cl.CO. The catalyst is C1COCC1. The product is [ClH:1].[Cl:1][C:2]1[C:3]([O:19][CH3:20])=[C:4]([N:8]2[C:12]([CH2:13][NH2:14])=[CH:11][C:10]([C:15]([F:17])([F:18])[F:16])=[N:9]2)[CH:5]=[CH:6][CH:7]=1. The yield is 0.0600. (6) The yield is 0.950. The reactants are [CH:1]1[C:6]2[C:7]3[C:16]([C:17]4[C:22]([C:5]=2[CH:4]=[CH:3][CH:2]=1)=[CH:21][CH:20]=[CH:19][CH:18]=4)=[CH:15][C:14](B(O)O)=[C:13]1[C:8]=3[CH:9]=[CH:10][CH:11]=[CH:12]1.[Br:26][C:27]1[CH:28]=[C:29](I)[CH:30]=[CH:31][CH:32]=1.C(=O)([O-])[O-].[Na+].[Na+]. The product is [Br:26][C:27]1[CH:28]=[C:29]([C:14]2[CH:15]=[C:16]3[C:7](=[C:8]4[C:13]=2[CH:12]=[CH:11][CH:10]=[CH:9]4)[C:6]2[CH:1]=[CH:2][CH:3]=[CH:4][C:5]=2[C:22]2[C:17]3=[CH:18][CH:19]=[CH:20][CH:21]=2)[CH:30]=[CH:31][CH:32]=1. The catalyst is C1(C)C=CC=CC=1. (7) The reactants are CI.[C:3]([O-])([O-])=O.[K+].[K+].[I:9][C:10]1[CH:11]=[CH:12][C:13]([O:19][CH3:20])=[C:14]([CH:18]=1)[C:15]([O-:17])=[O:16].C(OCC)(=O)C. The catalyst is CN(C=O)C. The product is [CH3:3][O:16][C:15](=[O:17])[C:14]1[CH:18]=[C:10]([I:9])[CH:11]=[CH:12][C:13]=1[O:19][CH3:20]. The yield is 0.880.